This data is from Catalyst prediction with 721,799 reactions and 888 catalyst types from USPTO. The task is: Predict which catalyst facilitates the given reaction. Reactant: [C:1]([C:3]1[CH:4]=[C:5]([CH:9]=[CH:10][C:11]=1[O:12][CH2:13][CH:14]([CH3:16])[CH3:15])[C:6](=[S:8])[NH2:7])#[N:2].[CH2:17]([O:19][C:20](=[O:26])[CH:21](Cl)[C:22]([CH3:24])=O)[CH3:18]. Product: [C:1]([C:3]1[CH:4]=[C:5]([C:6]2[S:8][C:21]([C:20]([O:19][CH2:17][CH3:18])=[O:26])=[C:22]([CH3:24])[N:7]=2)[CH:9]=[CH:10][C:11]=1[O:12][CH2:13][CH:14]([CH3:16])[CH3:15])#[N:2]. The catalyst class is: 6.